This data is from Catalyst prediction with 721,799 reactions and 888 catalyst types from USPTO. The task is: Predict which catalyst facilitates the given reaction. Reactant: [C:1]([O:7][CH2:8][CH3:9])(=[O:6])[CH2:2][C:3]([CH3:5])=O.[Cl:10][C:11]1[CH:18]=[CH:17][CH:16]=[CH:15][C:12]=1[CH:13]=O.[CH3:19][O:20][C:21](=[O:26])/[CH:22]=[C:23](\[NH2:25])/[CH3:24].CC(O)=O. Product: [Cl:10][C:11]1[CH:18]=[CH:17][CH:16]=[CH:15][C:12]=1[CH:13]1[C:22]([C:21]([O:20][CH3:19])=[O:26])=[C:23]([CH3:24])[NH:25][C:3]([CH3:5])=[C:2]1[C:1]([O:7][CH2:8][CH3:9])=[O:6]. The catalyst class is: 351.